Dataset: Full USPTO retrosynthesis dataset with 1.9M reactions from patents (1976-2016). Task: Predict the reactants needed to synthesize the given product. (1) Given the product [C:1]([O:5][C:6]([N:8]([CH:9]([CH2:10][CH2:11][CH2:12][OH:13])[C:15]([N:17]1[CH2:21][CH2:20][S:19][CH2:18]1)=[O:16])[C:22]([O:24][C:25]([CH3:28])([CH3:27])[CH3:26])=[O:23])=[O:7])([CH3:4])([CH3:2])[CH3:3], predict the reactants needed to synthesize it. The reactants are: [C:1]([O:5][C:6]([N:8]([C:22]([O:24][C:25]([CH3:28])([CH3:27])[CH3:26])=[O:23])[C@H:9]([C:15]([N:17]1[CH2:21][CH2:20][S:19][CH2:18]1)=[O:16])[CH2:10][CH2:11][C:12](=O)[OH:13])=[O:7])([CH3:4])([CH3:3])[CH3:2].CN1CCOCC1.ClC(OCC(C)C)=O.[BH4-].[Na+].C(OC(N(C(O)CCCC(C1NCCS1)=O)C(OC(C)(C)C)=O)=O)(C)(C)C. (2) Given the product [F:43][C:34]1[CH:35]=[C:36]([C:39]([F:40])([F:41])[F:42])[CH:37]=[CH:38][C:33]=1[C:2]1[CH:7]=[N:6][NH:5][C:4](=[O:8])[CH:3]=1, predict the reactants needed to synthesize it. The reactants are: Cl[C:2]1[CH:7]=[N:6][NH:5][C:4](=[O:8])[CH:3]=1.B1(B2OC(C)(C)C(C)(C)O2)OC(C)(C)C(C)(C)O1.C([O-])(=O)C.[K+].Br[C:33]1[CH:38]=[CH:37][C:36]([C:39]([F:42])([F:41])[F:40])=[CH:35][C:34]=1[F:43].C(=O)([O-])[O-].[Na+].[Na+].